This data is from Forward reaction prediction with 1.9M reactions from USPTO patents (1976-2016). The task is: Predict the product of the given reaction. (1) Given the reactants [OH:1][CH2:2][CH2:3][CH2:4][N:5]1[CH:10]=[C:9]([C:11]2[S:12][CH:13]=[CH:14][C:15]=2[CH3:16])[C:8](=[O:17])[NH:7][C:6]1=[O:18].CC(OI1(OC(C)=O)(OC(C)=O)OC(=O)C2C=CC=CC1=2)=O.C(OCC)(=O)C, predict the reaction product. The product is: [CH3:16][C:15]1[CH:14]=[CH:13][S:12][C:11]=1[C:9]1[C:8](=[O:17])[NH:7][C:6](=[O:18])[N:5]([CH2:4][CH2:3][CH:2]=[O:1])[CH:10]=1. (2) Given the reactants Cl[C:2]1[C:11]2[N:12]=[CH:13][N:14]([CH:15](C)[CH:16]([CH3:18])[CH3:17])[C:10]=2[C:9]2[CH:8]=[CH:7][CH:6]=[CH:5][C:4]=2[N:3]=1.CC1[C:26]([C:27]([OH:29])=O)=CC=CC=1.[NH3:30], predict the reaction product. The product is: [NH2:30][C:2]1[C:11]2[N:12]=[C:13]([CH:27]([CH3:26])[OH:29])[N:14]([CH2:15][CH:16]([CH3:17])[CH3:18])[C:10]=2[C:9]2[CH:8]=[CH:7][CH:6]=[CH:5][C:4]=2[N:3]=1. (3) Given the reactants C([Li])CCC.Br[C:7]1[N:12]=[C:11]([C:13]([C:25]2[CH:30]=[CH:29][CH:28]=[C:27]([C:31]([CH3:34])([CH3:33])[CH3:32])[N:26]=2)([C:15]2[CH:20]=[CH:19][CH:18]=[C:17]([C:21]([CH3:24])([CH3:23])[CH3:22])[N:16]=2)[OH:14])[CH:10]=[CH:9][CH:8]=1.[C:35](=[O:37])=[O:36], predict the reaction product. The product is: [C:35]([C:7]1[N:12]=[C:11]([C:13]([C:15]2[CH:20]=[CH:19][CH:18]=[C:17]([C:21]([CH3:23])([CH3:24])[CH3:22])[N:16]=2)([C:25]2[CH:30]=[CH:29][CH:28]=[C:27]([C:31]([CH3:33])([CH3:32])[CH3:34])[N:26]=2)[OH:14])[CH:10]=[CH:9][CH:8]=1)([OH:37])=[O:36]. (4) Given the reactants CC(S([NH:7][CH:8]([C:14]1[O:15][C:16]([CH3:19])=[N:17][N:18]=1)[C:9]1([CH3:13])[CH2:12][O:11][CH2:10]1)=O)(C)C.Cl.O1CCOCC1, predict the reaction product. The product is: [CH3:19][C:16]1[O:15][C:14]([CH:8]([C:9]2([CH3:13])[CH2:10][O:11][CH2:12]2)[NH2:7])=[N:18][N:17]=1. (5) Given the reactants [NH2:1][C:2]1[N:10]=[C:9]2[C:5]([N:6]=[CH:7][N:8]2[C@@H:11]2[O:15][C@H:14]([CH2:16][OH:17])[C@@H:13]([OH:18])[C@:12]2([F:20])[CH3:19])=[C:4]([O:21][CH2:22][CH3:23])[N:3]=1.C([Mg]Cl)(C)(C)C.C(=O)=O.[Cl:33][C:34]1[CH:62]=[CH:61][C:37]([O:38][P:39]([NH:53][C@@H:54]([CH3:60])[C:55]([O:57][CH2:58][CH3:59])=[O:56])(OC2C(F)=C(F)C(F)=C(F)C=2F)=[O:40])=[CH:36][CH:35]=1, predict the reaction product. The product is: [NH2:1][C:2]1[N:10]=[C:9]2[C:5]([N:6]=[CH:7][N:8]2[C@@H:11]2[O:15][C@H:14]([CH2:16][O:17][P:39]([NH:53][C@@H:54]([CH3:60])[C:55]([O:57][CH2:58][CH3:59])=[O:56])([O:38][C:37]3[CH:36]=[CH:35][C:34]([Cl:33])=[CH:62][CH:61]=3)=[O:40])[C@@H:13]([OH:18])[C@:12]2([F:20])[CH3:19])=[C:4]([O:21][CH2:22][CH3:23])[N:3]=1. (6) Given the reactants Br[C:2]1[CH:24]=[C:23]([CH3:25])[CH:22]=[CH:21][C:3]=1[CH2:4][N:5]([CH:18]1[CH2:20][CH2:19]1)[C:6]([C:8]1[C:9]([CH:15]([F:17])[F:16])=[N:10][N:11]([CH3:14])[C:12]=1[F:13])=[O:7].[CH:39]1(CNC[CH:35]2[CH2:40][CH2:39][CH2:38][CH2:37]C2)[CH2:40][CH2:35]C[CH2:37][CH2:38]1.F[B-](F)(F)F.C([PH+](C(C)(C)C)C(C)(C)C)(C)(C)C.C1CCCC=1, predict the reaction product. The product is: [C:37]1([C:2]2[CH:24]=[C:23]([CH3:25])[CH:22]=[CH:21][C:3]=2[CH2:4][N:5]([CH:18]2[CH2:20][CH2:19]2)[C:6]([C:8]2[C:9]([CH:15]([F:17])[F:16])=[N:10][N:11]([CH3:14])[C:12]=2[F:13])=[O:7])[CH2:38][CH2:39][CH2:40][CH:35]=1.